Dataset: Forward reaction prediction with 1.9M reactions from USPTO patents (1976-2016). Task: Predict the product of the given reaction. Given the reactants Br[CH2:2][CH2:3][CH2:4][N:5]([CH:13]1[CH2:15][CH2:14]1)[C:6](=[O:12])[O:7][C:8]([CH3:11])([CH3:10])[CH3:9].[N-:16]=[N+:17]=[N-:18].[Na+], predict the reaction product. The product is: [N:16]([CH2:2][CH2:3][CH2:4][N:5]([CH:13]1[CH2:15][CH2:14]1)[C:6](=[O:12])[O:7][C:8]([CH3:11])([CH3:10])[CH3:9])=[N+:17]=[N-:18].